From a dataset of M1 muscarinic receptor agonist screen with 61,833 compounds. Binary Classification. Given a drug SMILES string, predict its activity (active/inactive) in a high-throughput screening assay against a specified biological target. (1) The drug is S(=O)(=O)(N1CCOCC1)C1C2C(C(C(C2)C1=O)C)(C)C. The result is 0 (inactive). (2) The drug is O=C(NCCCn1ccnc1)c1ccc(NC(=O)CCC)cc1. The result is 0 (inactive).